This data is from Catalyst prediction with 721,799 reactions and 888 catalyst types from USPTO. The task is: Predict which catalyst facilitates the given reaction. Reactant: [NH:1]1[CH2:4][CH2:3][C@H:2]1[C:5]([OH:7])=[O:6].[C:8](O[C:8]([O:10][C:11]([CH3:14])([CH3:13])[CH3:12])=[O:9])([O:10][C:11]([CH3:14])([CH3:13])[CH3:12])=[O:9].[OH-].[Na+]. Product: [C:11]([O:10][C:8]([N:1]1[CH2:4][CH2:3][C@H:2]1[C:5]([OH:7])=[O:6])=[O:9])([CH3:14])([CH3:13])[CH3:12]. The catalyst class is: 40.